This data is from Catalyst prediction with 721,799 reactions and 888 catalyst types from USPTO. The task is: Predict which catalyst facilitates the given reaction. Reactant: [OH-].[K+].C([O:7][C:8](=[O:23])[CH2:9][CH2:10][CH2:11][CH2:12][CH2:13][CH2:14][CH2:15][CH2:16][CH2:17][CH2:18][CH2:19][CH2:20][CH2:21][OH:22])(C)(C)C.Cl. Product: [OH:22][CH2:21][CH2:20][CH2:19][CH2:18][CH2:17][CH2:16][CH2:15][CH2:14][CH2:13][CH2:12][CH2:11][CH2:10][CH2:9][C:8]([OH:23])=[O:7]. The catalyst class is: 72.